Dataset: Forward reaction prediction with 1.9M reactions from USPTO patents (1976-2016). Task: Predict the product of the given reaction. (1) The product is: [ClH:43].[N:11]1[CH:12]=[CH:13][CH:14]=[CH:15][C:10]=1[CH2:9][NH:8][CH2:16][C:17]1[O:21][C:20]([C:22]([NH:24][C@@H:25]([CH2:29][CH2:30][CH2:31][NH:32][CH:33]2[C:42]3[N:41]=[CH:40][CH:39]=[CH:38][C:37]=3[CH2:36][CH2:35][CH2:34]2)[C:26]([OH:28])=[O:27])=[O:23])=[CH:19][CH:18]=1. Given the reactants C([N:8]([CH2:16][C:17]1[O:21][C:20]([C:22]([NH:24][C@@H:25]([CH2:29][CH2:30][CH2:31][NH:32][CH:33]2[C:42]3[N:41]=[CH:40][CH:39]=[CH:38][C:37]=3[CH2:36][CH2:35][CH2:34]2)[C:26]([OH:28])=[O:27])=[O:23])=[CH:19][CH:18]=1)[CH2:9][C:10]1[CH:15]=[CH:14][CH:13]=[CH:12][N:11]=1)(OC(C)(C)C)=O.[ClH:43].O1CCOCC1, predict the reaction product. (2) The product is: [CH2:22]([O:21][C:18]1[C:19]2[O:20][C:6](=[O:7])[NH:13][C:14]=2[CH:15]=[C:16]([CH:24]2[C:29]([C:30]3[CH:35]=[CH:34][CH:33]=[CH:32][CH:31]=3)=[C:28]([C:36]3[CH:41]=[CH:40][CH:39]=[CH:38][CH:37]=3)[NH:27][C:26](=[O:42])[NH:25]2)[CH:17]=1)[CH3:23]. Given the reactants C1N=CN([C:6](N2C=NC=C2)=[O:7])C=1.[NH2:13][C:14]1[CH:15]=[C:16]([CH:24]2[C:29]([C:30]3[CH:35]=[CH:34][CH:33]=[CH:32][CH:31]=3)=[C:28]([C:36]3[CH:41]=[CH:40][CH:39]=[CH:38][CH:37]=3)[NH:27][C:26](=[O:42])[NH:25]2)[CH:17]=[C:18]([O:21][CH2:22][CH3:23])[C:19]=1[OH:20].O, predict the reaction product. (3) Given the reactants [F:1][CH2:2][CH2:3][N:4]([CH3:14])[C:5]1[CH:12]=[CH:11][C:8]([CH:9]=O)=[C:7]([OH:13])[CH:6]=1.C[O:16][C:17](=O)[CH2:18][C:19]1[O:20][C:21]([C:24]2[S:25][CH:26]=[CH:27][CH:28]=2)=[N:22][N:23]=1.N1CCCCC1, predict the reaction product. The product is: [F:1][CH2:2][CH2:3][N:4]([CH3:14])[C:5]1[CH:6]=[C:7]2[C:8]([CH:9]=[C:18]([C:19]3[O:20][C:21]([C:24]4[S:25][CH:26]=[CH:27][CH:28]=4)=[N:22][N:23]=3)[C:17](=[O:16])[O:13]2)=[CH:11][CH:12]=1. (4) Given the reactants Br[CH2:2][CH:3]1[O:15][C:14]2[C:13]3[CH:12]=[C:11]([O:16][CH3:17])[CH:10]=[CH:9][C:8]=3[N:7]=[CH:6][C:5]=2[CH2:4]1.C(OC([N:25]1[CH2:28][CH:27]([NH2:29])[CH2:26]1)=O)(C)(C)C.[O:30]=[C:31]1[NH:36][C:35]2[CH:37]=[C:38]([C:41](O)=[O:42])[CH:39]=[CH:40][C:34]=2[S:33][CH2:32]1, predict the reaction product. The product is: [CH3:17][O:16][C:11]1[CH:10]=[CH:9][C:8]2[N:7]=[CH:6][C:5]3[CH2:4][CH:3]([CH2:2][N:25]4[CH2:26][CH:27]([NH:29][C:41]([C:38]5[CH:39]=[CH:40][C:34]6[S:33][CH2:32][C:31](=[O:30])[NH:36][C:35]=6[CH:37]=5)=[O:42])[CH2:28]4)[O:15][C:14]=3[C:13]=2[CH:12]=1.